From a dataset of Catalyst prediction with 721,799 reactions and 888 catalyst types from USPTO. Predict which catalyst facilitates the given reaction. Reactant: [N+:1]([C:4]1[CH:13]=[C:12]2[C:7]([C:8]([NH:14][C:15](=[O:21])[O:16][C:17]([CH3:20])([CH3:19])[CH3:18])=[N:9][CH:10]=[N:11]2)=[CH:6][CH:5]=1)([O-])=O. Product: [NH2:1][C:4]1[CH:13]=[C:12]2[C:7]([C:8]([NH:14][C:15](=[O:21])[O:16][C:17]([CH3:19])([CH3:18])[CH3:20])=[N:9][CH:10]=[N:11]2)=[CH:6][CH:5]=1. The catalyst class is: 358.